Predict the product of the given reaction. From a dataset of Forward reaction prediction with 1.9M reactions from USPTO patents (1976-2016). (1) Given the reactants C(#N)C.Cl.[CH3:5][N:6](/[C:8](=[CH:12]\[CH3:13])/C(O)=O)[CH3:7].C(Cl)(=O)[C:15]([Cl:17])=[O:16], predict the reaction product. The product is: [CH3:7][N:6]([CH2:8]/[CH:12]=[CH:13]/[C:15]([Cl:17])=[O:16])[CH3:5]. (2) Given the reactants Cl[CH2:2][CH2:3][C@H:4]([C:6]1[CH:11]=[CH:10][CH:9]=[CH:8][CH:7]=1)[OH:5].[H-].[Na+].[Cl:14][C:15]1[C:22]([F:23])=[CH:21][C:18]([C:19]#[N:20])=[C:17](F)[CH:16]=1.[I-].[Na+].C(N(CC)CC)C.[CH:34]1([NH2:37])[CH2:36][CH2:35]1.[C:38]([OH:43])(=[O:42])[C:39]([OH:41])=[O:40], predict the reaction product. The product is: [C:38]([OH:43])(=[O:42])[C:39]([OH:41])=[O:40].[Cl:14][C:15]1[C:22]([F:23])=[CH:21][C:18]([C:19]#[N:20])=[C:17]([O:5][C@@H:4]([C:6]2[CH:11]=[CH:10][CH:9]=[CH:8][CH:7]=2)[CH2:3][CH2:2][NH:37][CH:34]2[CH2:36][CH2:35]2)[CH:16]=1. (3) Given the reactants [Br:1]N1C(=O)CCC1=O.[Br:9][C:10]1[C:15]([C:16]([O:18][CH2:19][CH3:20])=[O:17])=[C:14]([CH3:21])[N:13]=[CH:12][CH:11]=1, predict the reaction product. The product is: [Br:9][C:10]1[C:15]([C:16]([O:18][CH2:19][CH3:20])=[O:17])=[C:14]([CH2:21][Br:1])[N:13]=[CH:12][CH:11]=1. (4) Given the reactants C[O:2][C:3](=O)[C:4]1[CH:9]=[C:8]([CH2:10][CH3:11])[C:7]([C:12]([F:15])([F:14])[F:13])=[CH:6][C:5]=1[N:16]([C:24]([O:26][CH:27]([CH3:29])[CH3:28])=[O:25])[CH2:17][CH2:18][CH2:19][C:20]([O:22][CH3:23])=[O:21].CC(C)([O-])C.[K+], predict the reaction product. The product is: [CH3:23][O:22][C:20]([CH:19]1[CH2:18][CH2:17][N:16]([C:24]([O:26][CH:27]([CH3:29])[CH3:28])=[O:25])[C:5]2[CH:6]=[C:7]([C:12]([F:14])([F:13])[F:15])[C:8]([CH2:10][CH3:11])=[CH:9][C:4]=2[C:3]1=[O:2])=[O:21]. (5) Given the reactants [CH2:1]([O:8][C:9]1[CH:10]=[C:11]2[C:15](=[CH:16][CH:17]=1)[N:14]([C@@H:18]([C:23]1[CH:28]=[CH:27][CH:26]=[C:25]([F:29])[CH:24]=1)[C@H:19]([OH:22])[CH2:20]O)[CH2:13][CH2:12]2)[C:2]1[CH:7]=[CH:6][CH:5]=[CH:4][CH:3]=1.[CH2:30]([N:32](CC)CC)C.C1(C)C=CC(S(Cl)(=O)=O)=CC=1.CN, predict the reaction product. The product is: [CH2:1]([O:8][C:9]1[CH:10]=[C:11]2[C:15](=[CH:16][CH:17]=1)[N:14]([C@@H:18]([C:23]1[CH:28]=[CH:27][CH:26]=[C:25]([F:29])[CH:24]=1)[C@H:19]([OH:22])[CH2:20][NH:32][CH3:30])[CH2:13][CH2:12]2)[C:2]1[CH:7]=[CH:6][CH:5]=[CH:4][CH:3]=1.